From a dataset of Catalyst prediction with 721,799 reactions and 888 catalyst types from USPTO. Predict which catalyst facilitates the given reaction. (1) Reactant: [Cl:1][C:2]1[N:7]=[C:6]([NH:8][CH2:9][C:10]([CH3:13])([CH3:12])[CH3:11])[C:5]([CH2:14]Cl)=[CH:4][N:3]=1.[N-:16]=[N+:17]=[N-:18].[Na+]. Product: [N:16]([CH2:14][C:5]1[C:6]([NH:8][CH2:9][C:10]([CH3:13])([CH3:12])[CH3:11])=[N:7][C:2]([Cl:1])=[N:3][CH:4]=1)=[N+:17]=[N-:18]. The catalyst class is: 39. (2) Reactant: O.[OH-].[Li+].C[O:5][C:6](=[O:42])[CH2:7][C:8]1[C:17]([CH3:18])=[C:16]([C:19]2[CH:24]=[CH:23][C:22]([S:25](=[O:40])(=[O:39])[N:26]([CH:36]([CH3:38])[CH3:37])[CH2:27][C:28]3[CH:33]=[CH:32][C:31]([O:34][CH3:35])=[CH:30][CH:29]=3)=[CH:21][CH:20]=2)[C:15]2[C:10](=[CH:11][CH:12]=[C:13]([F:41])[CH:14]=2)[CH:9]=1.C1COCC1.O. Product: [F:41][C:13]1[CH:14]=[C:15]2[C:10](=[CH:11][CH:12]=1)[CH:9]=[C:8]([CH2:7][C:6]([OH:42])=[O:5])[C:17]([CH3:18])=[C:16]2[C:19]1[CH:20]=[CH:21][C:22]([S:25](=[O:39])(=[O:40])[N:26]([CH:36]([CH3:38])[CH3:37])[CH2:27][C:28]2[CH:29]=[CH:30][C:31]([O:34][CH3:35])=[CH:32][CH:33]=2)=[CH:23][CH:24]=1. The catalyst class is: 81. (3) Reactant: [N+:1]([CH:4]([N+:6]([O-:8])=[O:7])[CH3:5])([O-:3])=[O:2].[OH-].[K+].[C:11]([O:15][CH2:16][CH2:17][CH2:18][CH2:19][CH2:20][CH3:21])(=[O:14])[CH:12]=[CH2:13].CO. Product: [N+:1]([C:4]([N+:6]([O-:8])=[O:7])([CH3:5])[CH2:13][CH2:12][C:11]([O:15][CH2:16][CH2:17][CH2:18][CH2:19][CH2:20][CH3:21])=[O:14])([O-:3])=[O:2]. The catalyst class is: 6. (4) Reactant: [CH2:1]([OH:21])[CH2:2][CH:3]([CH2:5][CH2:6][CH2:7][CH:8]([CH2:10][CH2:11][CH2:12][CH:13]([CH2:15][CH2:16][CH2:17][CH:18]([CH3:20])[CH3:19])[CH3:14])[CH3:9])[CH3:4].C(N(CC)CC)C.[CH3:29][S:30](Cl)(=[O:32])=[O:31]. Product: [S:30]([O:21][CH2:1][CH2:2][CH:3]([CH2:5][CH2:6][CH2:7][CH:8]([CH2:10][CH2:11][CH2:12][CH:13]([CH2:15][CH2:16][CH2:17][CH:18]([CH3:20])[CH3:19])[CH3:14])[CH3:9])[CH3:4])(=[O:32])(=[O:31])[CH3:29]. The catalyst class is: 4. (5) Reactant: CC(C)(C)C[O:4][S:5]([C:8]1[CH:9]=[C:10]([C:14]2[CH:19]=[CH:18][CH:17]=[C:16]([C:20]3[N:25]=[C:24]([C:26]([F:29])([F:28])[F:27])[CH:23]=[C:22]([C:30]4[CH:35]=[CH:34][C:33]([C:36]([F:39])([F:38])[F:37])=[CH:32][CH:31]=4)[N:21]=3)[CH:15]=2)[CH:11]=[CH:12][CH:13]=1)(=[O:7])=[O:6].C([O-])CC.[Na+].C(N(CC)CCS)C. Product: [F:29][C:26]([F:27])([F:28])[C:24]1[CH:23]=[C:22]([C:30]2[CH:31]=[CH:32][C:33]([C:36]([F:39])([F:38])[F:37])=[CH:34][CH:35]=2)[N:21]=[C:20]([C:16]2[CH:15]=[C:14]([C:10]3[CH:11]=[CH:12][CH:13]=[C:8]([S:5]([OH:7])(=[O:6])=[O:4])[CH:9]=3)[CH:19]=[CH:18][CH:17]=2)[N:25]=1. The catalyst class is: 12. (6) Reactant: Cl[C:2]1[N:3]=[CH:4][C:5]([C:8]([O:10]C)=[O:9])=[N:6][CH:7]=1.C(=O)([O-])[O-].[K+].[K+].[CH3:18][O:19][CH2:20][CH2:21][OH:22]. Product: [CH3:18][O:19][CH2:20][CH2:21][O:22][C:2]1[N:3]=[CH:4][C:5]([C:8]([OH:10])=[O:9])=[N:6][CH:7]=1. The catalyst class is: 6. (7) Reactant: Cl[C:2]1[N:3]=[C:4]2[CH:24]=[C:23]([Cl:25])[CH:22]=[N:21][C:5]2=[N:6][C:7]=1[N:8]1[CH2:13][CH2:12][N:11]([C:14]([O:16][C:17]([CH3:20])([CH3:19])[CH3:18])=[O:15])[CH2:10][CH2:9]1.[CH2:26]([O:28][CH:29]([O:32][CH2:33][CH3:34])[CH2:30][NH2:31])[CH3:27]. Product: [Cl:25][C:23]1[CH:22]=[N:21][C:5]2=[N:6][C:7]([N:8]3[CH2:13][CH2:12][N:11]([C:14]([O:16][C:17]([CH3:20])([CH3:19])[CH3:18])=[O:15])[CH2:10][CH2:9]3)=[C:2]([NH:31][CH2:30][CH:29]([O:32][CH2:33][CH3:34])[O:28][CH2:26][CH3:27])[N:3]=[C:4]2[CH:24]=1. The catalyst class is: 6.